Task: Predict the product of the given reaction.. Dataset: Forward reaction prediction with 1.9M reactions from USPTO patents (1976-2016) (1) Given the reactants FC1C=CC(OC)=C(C2C(C(O)=O)=CC([N+]([O-])=O)=CC=2)C=1.[CH3:22][O:23][C:24]1[CH:29]=[CH:28][C:27]([O:30][CH3:31])=[CH:26][C:25]=1[C:32]1[C:33]([C:41]([O:43]C)=[O:42])=[CH:34][C:35]([N+:38]([O-:40])=[O:39])=[CH:36][CH:37]=1, predict the reaction product. The product is: [CH3:22][O:23][C:24]1[CH:29]=[CH:28][C:27]([O:30][CH3:31])=[CH:26][C:25]=1[C:32]1[C:33]([C:41]([OH:43])=[O:42])=[CH:34][C:35]([N+:38]([O-:40])=[O:39])=[CH:36][CH:37]=1. (2) Given the reactants [CH2:1]([C@H:8]1[CH2:13][N:12]2[CH2:14][CH2:15][N:9]1[CH2:10][CH2:11]2)[C:2]1[CH:7]=[CH:6][CH:5]=[CH:4][CH:3]=1.[CH2:16]([Cl:18])[Cl:17], predict the reaction product. The product is: [Cl-:17].[CH2:1]([C@@H:8]1[N:9]2[CH2:10][CH2:11][N+:12]([CH2:16][Cl:18])([CH2:14][CH2:15]2)[CH2:13]1)[C:2]1[CH:7]=[CH:6][CH:5]=[CH:4][CH:3]=1.